From a dataset of TCR-epitope binding with 47,182 pairs between 192 epitopes and 23,139 TCRs. Binary Classification. Given a T-cell receptor sequence (or CDR3 region) and an epitope sequence, predict whether binding occurs between them. (1) The epitope is GLCTLVAML. The TCR CDR3 sequence is CASSFGSGNTIYF. Result: 1 (the TCR binds to the epitope). (2) The epitope is HPVGEADYFEY. The TCR CDR3 sequence is CASGWGTGVAGELFF. Result: 0 (the TCR does not bind to the epitope).